The task is: Predict which catalyst facilitates the given reaction.. This data is from Catalyst prediction with 721,799 reactions and 888 catalyst types from USPTO. (1) Reactant: Cl[C:2]1[N:3]([CH2:10][C@@:11]([CH3:26])([OH:25])[CH2:12][N:13]2[CH2:18][CH:17]=[C:16]([C:19]3[CH:24]=[CH:23][CH:22]=[CH:21][CH:20]=3)[CH2:15][CH2:14]2)[CH:4]=[C:5]([N+:7]([O-:9])=[O:8])[N:6]=1.[H-].[Na+].O. Product: [CH3:26][C@@:11]1([CH2:12][N:13]2[CH2:18][CH:17]=[C:16]([C:19]3[CH:24]=[CH:23][CH:22]=[CH:21][CH:20]=3)[CH2:15][CH2:14]2)[O:25][C:2]2=[N:6][C:5]([N+:7]([O-:9])=[O:8])=[CH:4][N:3]2[CH2:10]1. The catalyst class is: 3. (2) Reactant: [CH2:1]([C:5]1[N:6]=[C:7]([CH3:27])[NH:8][C:9](=[O:26])[C:10]=1[CH2:11][C:12]1[CH:17]=[CH:16][C:15]([C:18]2[C:19]([C:24]#[N:25])=[CH:20][CH:21]=[CH:22][CH:23]=2)=[CH:14][CH:13]=1)[CH2:2][CH2:3][CH3:4].C(=O)([O-])[O-].[K+].[K+].Cl[CH2:35][N:36]1[C:40]2[CH:41]=[CH:42][CH:43]=[CH:44][C:39]=2[N:38]=[N:37]1.CN(C)C=O. Product: [N:36]1([CH2:35][N:8]2[C:9](=[O:26])[C:10]([CH2:11][C:12]3[CH:17]=[CH:16][C:15]([C:18]4[C:19]([C:24]#[N:25])=[CH:20][CH:21]=[CH:22][CH:23]=4)=[CH:14][CH:13]=3)=[C:5]([CH2:1][CH2:2][CH2:3][CH3:4])[N:6]=[C:7]2[CH3:27])[C:40]2[CH:41]=[CH:42][CH:43]=[CH:44][C:39]=2[N:38]=[N:37]1. The catalyst class is: 13. (3) Reactant: [Cl:1][C:2]1[CH:3]=[CH:4][C:5]([CH2:8]O)=[N:6][CH:7]=1.P(Br)(Br)[Br:11]. Product: [Br:11][CH2:8][C:5]1[CH:4]=[CH:3][C:2]([Cl:1])=[CH:7][N:6]=1. The catalyst class is: 4.